This data is from Forward reaction prediction with 1.9M reactions from USPTO patents (1976-2016). The task is: Predict the product of the given reaction. (1) Given the reactants [CH3:1][O:2][C:3](=[O:34])[C:4]1[CH:9]=[CH:8][C:7]([CH2:10][N:11]2[CH:16]([C:17]3[C:22]([CH3:23])=[CH:21][CH:20]=[CH:19][N:18]=3)[CH2:15][CH2:14][CH2:13][CH:12]2[C:24]2[C:29]([CH3:30])=[CH:28][CH:27]=[CH:26][N:25]=2)=[C:6]([N+:31]([O-])=O)[CH:5]=1, predict the reaction product. The product is: [CH3:1][O:2][C:3](=[O:34])[C:4]1[CH:9]=[CH:8][C:7]([CH2:10][N:11]2[CH:12]([C:24]3[C:29]([CH3:30])=[CH:28][CH:27]=[CH:26][N:25]=3)[CH2:13][CH2:14][CH2:15][CH:16]2[C:17]2[C:22]([CH3:23])=[CH:21][CH:20]=[CH:19][N:18]=2)=[C:6]([NH2:31])[CH:5]=1. (2) Given the reactants N1(CCN2CCC([NH:16][C:17]([C:19]3[NH:20][C:21]4[C:26]([CH:27]=3)=[C:25]([O:28][C:29]3[CH:34]=[CH:33][CH:32]=[C:31]([F:35])[CH:30]=3)[CH:24]=[CH:23][CH:22]=4)=[O:18])CC2)CCCCCC1.Cl.Cl.Cl.N[CH:40]1[CH2:45][CH2:44][N:43]([CH2:46][CH2:47][N:48]2[CH2:53][CH2:52][CH:51]([OH:54])[CH2:50][CH2:49]2)[CH2:42][CH2:41]1, predict the reaction product. The product is: [OH:54][CH:51]1[CH2:52][CH2:53][N:48]([CH2:47][CH2:46][N:43]2[CH2:44][CH2:45][CH:40]([NH:16][C:17]([C:19]3[NH:20][C:21]4[C:26]([CH:27]=3)=[C:25]([O:28][C:29]3[CH:34]=[CH:33][CH:32]=[C:31]([F:35])[CH:30]=3)[CH:24]=[CH:23][CH:22]=4)=[O:18])[CH2:41][CH2:42]2)[CH2:49][CH2:50]1. (3) Given the reactants [CH3:1][C:2]1[CH:8]=[CH:7][C:5]([NH2:6])=[CH:4][CH:3]=1.[CH:9]([C:11]([CH3:13])=O)=[CH2:10], predict the reaction product. The product is: [CH3:13][C:11]1[C:7]2[C:5](=[CH:4][CH:3]=[C:2]([CH3:1])[CH:8]=2)[N:6]=[CH:10][CH:9]=1. (4) Given the reactants [NH2:1][C:2]1[CH:3]=[C:4]([C:14](=[O:16])[CH3:15])[CH:5]=[C:6]([S:8]([F:13])([F:12])([F:11])([F:10])[F:9])[CH:7]=1.[C:17](O)(=[O:23])[CH2:18][CH2:19][C:20](O)=[O:21], predict the reaction product. The product is: [C:14]([C:4]1[CH:3]=[C:2]([N:1]2[C:20](=[O:21])[CH2:19][CH2:18][C:17]2=[O:23])[CH:7]=[C:6]([S:8]([F:13])([F:9])([F:10])([F:11])[F:12])[CH:5]=1)(=[O:16])[CH3:15]. (5) Given the reactants [NH2:1][C:2]1[C:7]([C:8]#[N:9])=[C:6]([N:10]2[CH2:15][CH2:14][CH:13]([C:16]3[N:17]([CH2:32][CH2:33][NH:34][CH2:35][CH:36]4CC4)[CH:18]=[C:19]([C:21]4[CH:26]=[CH:25][C:24]([F:27])=[C:23]([C:28]([F:31])([F:30])[F:29])[CH:22]=4)[N:20]=3)[CH2:12][CH2:11]2)[N:5]=[CH:4][N:3]=1.[CH3:39][O:40]CCN.NC1C(C(N)=O)=C(N2CCC(C3N(CCN(CCN(C)C)C)C=C(C4C=CC(F)=C(C(F)(F)F)C=4)N=3)CC2)N=CN=1, predict the reaction product. The product is: [NH2:1][C:2]1[C:7]([C:8]#[N:9])=[C:6]([N:10]2[CH2:15][CH2:14][CH:13]([C:16]3[N:17]([CH2:32][CH2:33][NH:34][CH2:35][CH2:36][O:40][CH3:39])[CH:18]=[C:19]([C:21]4[CH:26]=[CH:25][C:24]([F:27])=[C:23]([C:28]([F:31])([F:30])[F:29])[CH:22]=4)[N:20]=3)[CH2:12][CH2:11]2)[N:5]=[CH:4][N:3]=1.